This data is from Reaction yield outcomes from USPTO patents with 853,638 reactions. The task is: Predict the reaction yield, written as a fraction of the theoretical maximum amount of product (1.0 means a 100% yield; for example, 0.34 means a 34% yield). (1) The reactants are [O:1]1[CH2:6][C@@:2]1([C:7]([F:10])([F:9])[F:8])[C:3]([OH:5])=[O:4].Cl.[Cl-].[Na+]. The catalyst is ClCCl.CO. The product is [F:8][C:7]([F:10])([F:9])[C@:2]([OH:1])([CH3:6])[C:3]([OH:5])=[O:4]. The yield is 0.650. (2) The reactants are [F:1][CH:2]([F:23])[O:3][C:4]1[C:5]([OH:22])=[C:6]([C:12]2[CH:13]=[C:14]3[C:18](=[CH:19][CH:20]=2)[C:17](=[O:21])[O:16][CH2:15]3)[CH:7]=[CH:8][C:9]=1[O:10][CH3:11].C(=O)([O-])[O-].[K+].[K+].[CH2:30](I)[CH3:31]. The catalyst is C(#N)C. The product is [F:23][CH:2]([F:1])[O:3][C:4]1[C:5]([O:22][CH2:30][CH3:31])=[C:6]([C:12]2[CH:13]=[C:14]3[C:18](=[CH:19][CH:20]=2)[C:17](=[O:21])[O:16][CH2:15]3)[CH:7]=[CH:8][C:9]=1[O:10][CH3:11]. The yield is 0.230.